Dataset: Forward reaction prediction with 1.9M reactions from USPTO patents (1976-2016). Task: Predict the product of the given reaction. (1) Given the reactants [NH2:1][CH2:2][C:3]1[CH:4]=[CH:5][C:6]([Cl:25])=[C:7]([C:9]2[NH:13][C:12](=[O:14])[N:11]([C:15]3[CH:20]=[CH:19][C:18]([C:21]([F:24])([F:23])[F:22])=[CH:17][CH:16]=3)[N:10]=2)[CH:8]=1.CCN(C(C)C)C(C)C.[C:35](Cl)(=[O:40])[C:36]([CH3:39])([CH3:38])[CH3:37], predict the reaction product. The product is: [Cl:25][C:6]1[CH:5]=[CH:4][C:3]([CH2:2][NH:1][C:35](=[O:40])[C:36]([CH3:39])([CH3:38])[CH3:37])=[CH:8][C:7]=1[C:9]1[NH:13][C:12](=[O:14])[N:11]([C:15]2[CH:16]=[CH:17][C:18]([C:21]([F:24])([F:23])[F:22])=[CH:19][CH:20]=2)[N:10]=1. (2) Given the reactants [NH2:1][CH2:2][CH2:3][CH2:4][N:5]1[C:17]2[C:16]3[CH:15]=[CH:14][CH:13]=[CH:12][C:11]=3[N:10]=[C:9]([NH2:18])[C:8]=2[N:7]=[C:6]1[CH2:19][CH2:20][O:21][CH3:22].[CH:23]([C:25]1[CH:26]=[C:27]([CH:35]=[CH:36][CH:37]=1)[O:28][CH:29]([CH3:34])[C:30]([O:32][CH3:33])=[O:31])=O, predict the reaction product. The product is: [NH2:18][C:9]1[C:8]2[N:7]=[C:6]([CH2:19][CH2:20][O:21][CH3:22])[N:5]([CH2:4][CH2:3][CH2:2][NH:1][CH2:23][C:25]3[CH:26]=[C:27]([CH:35]=[CH:36][CH:37]=3)[O:28][CH:29]([CH3:34])[C:30]([O:32][CH3:33])=[O:31])[C:17]=2[C:16]2[CH:15]=[CH:14][CH:13]=[CH:12][C:11]=2[N:10]=1. (3) Given the reactants [CH2:1]([N:8]1[C:16]2[C:11](=[CH:12][C:13]([NH2:17])=[CH:14][CH:15]=2)[CH:10]=[CH:9]1)[C:2]1[CH:7]=[CH:6][CH:5]=[CH:4][CH:3]=1.Cl[C:19]1[N:28]=[CH:27][C:26]([CH:29]2[CH2:33][CH2:32][CH2:31][CH2:30]2)=[CH:25][C:20]=1[C:21]([O:23][CH3:24])=[O:22].C(=O)([O-])[O-].[Cs+].[Cs+].C(OCCCC)(=O)C, predict the reaction product. The product is: [CH2:1]([N:8]1[C:16]2[C:11](=[CH:12][C:13]([NH:17][C:19]3[N:28]=[CH:27][C:26]([CH:29]4[CH2:33][CH2:32][CH2:31][CH2:30]4)=[CH:25][C:20]=3[C:21]([O:23][CH3:24])=[O:22])=[CH:14][CH:15]=2)[CH:10]=[CH:9]1)[C:2]1[CH:3]=[CH:4][CH:5]=[CH:6][CH:7]=1. (4) The product is: [C:13]1([N:19]2[C:23]([C:2]3[CH:11]=[CH:10][C:9]4[C:8](=[O:12])[CH2:7][CH2:6][CH2:5][C:4]=4[N:3]=3)=[CH:22][C:21]([C:27]3[CH:32]=[CH:31][CH:30]=[CH:29][CH:28]=3)=[N:20]2)[CH:18]=[CH:17][CH:16]=[CH:15][CH:14]=1. Given the reactants Cl[C:2]1[CH:11]=[CH:10][C:9]2[C:8](=[O:12])[CH2:7][CH2:6][CH2:5][C:4]=2[N:3]=1.[C:13]1([N:19]2[C:23](B(O)O)=[CH:22][C:21]([C:27]3[CH:32]=[CH:31][CH:30]=[CH:29][CH:28]=3)=[N:20]2)[CH:18]=[CH:17][CH:16]=[CH:15][CH:14]=1, predict the reaction product. (5) Given the reactants [N:1]1([CH2:7][CH2:8][O:9][C:10]2[C:19]3[C:14](=[CH:15][CH:16]=[CH:17][CH:18]=3)[C:13]([NH2:20])=[CH:12][CH:11]=2)[CH2:6][CH2:5][O:4][CH2:3][CH2:2]1.[C:21](=O)(O)[O-:22].[Na+].C(Cl)(Cl)=O.[C:30]([C:34]1[CH:35]=[C:36]([NH:43][S:44]([CH3:47])(=[O:46])=[O:45])[C:37]([O:41][CH3:42])=[C:38]([CH:40]=1)[NH2:39])([CH3:33])([CH3:32])[CH3:31], predict the reaction product. The product is: [C:30]([C:34]1[CH:35]=[C:36]([NH:43][S:44]([CH3:47])(=[O:46])=[O:45])[C:37]([O:41][CH3:42])=[C:38]([NH:39][C:21]([NH:20][C:13]2[C:14]3[C:19](=[CH:18][CH:17]=[CH:16][CH:15]=3)[C:10]([O:9][CH2:8][CH2:7][N:1]3[CH2:6][CH2:5][O:4][CH2:3][CH2:2]3)=[CH:11][CH:12]=2)=[O:22])[CH:40]=1)([CH3:33])([CH3:31])[CH3:32]. (6) Given the reactants [Cl:1][C:2]1[CH:18]=[CH:17][C:5]2[CH2:6][CH2:7][N:8](C(=O)C(F)(F)F)[CH2:9][CH2:10][C:4]=2[C:3]=1[NH:19][CH2:20][C:21]1[CH:26]=[CH:25][C:24]([C:27]([NH:29][CH:30]([CH3:36])[CH2:31][C:32]([F:35])([F:34])[F:33])=[O:28])=[CH:23][CH:22]=1.[C:37]([O:41][C:42](O[C:42]([O:41][C:37]([CH3:40])([CH3:39])[CH3:38])=[O:43])=[O:43])([CH3:40])([CH3:39])[CH3:38].C(=O)([O-])[O-].[Na+].[Na+], predict the reaction product. The product is: [C:37]([O:41][C:42]([N:8]1[CH2:9][CH2:10][C:4]2[C:3]([NH:19][CH2:20][C:21]3[CH:22]=[CH:23][C:24]([C:27]([NH:29][CH:30]([CH3:36])[CH2:31][C:32]([F:35])([F:34])[F:33])=[O:28])=[CH:25][CH:26]=3)=[C:2]([Cl:1])[CH:18]=[CH:17][C:5]=2[CH2:6][CH2:7]1)=[O:43])([CH3:40])([CH3:39])[CH3:38]. (7) Given the reactants [C:1]([C:3]1[CH:8]=[CH:7][C:6]([O:9][CH2:10][C:11](O)=O)=[CH:5][CH:4]=1)#[N:2].C(N1C=CN=C1)(N1C=CN=C1)=O.[CH3:26][N:27]([CH:40]1[CH2:45][CH2:44][N:43]([CH3:46])[CH2:42][CH2:41]1)[S:28]([C:31]1[CH:36]=[CH:35][C:34]([NH:37][CH3:38])=[C:33]([NH2:39])[CH:32]=1)(=[O:30])=[O:29].ClCCl.C(O)C, predict the reaction product. The product is: [CH3:26][N:27]([CH:40]1[CH2:45][CH2:44][N:43]([CH3:46])[CH2:42][CH2:41]1)[S:28]([C:31]1[CH:36]=[CH:35][C:34]2[N:37]([CH3:38])[C:11]([CH2:10][O:9][C:6]3[CH:7]=[CH:8][C:3]([C:1]#[N:2])=[CH:4][CH:5]=3)=[N:39][C:33]=2[CH:32]=1)(=[O:30])=[O:29]. (8) Given the reactants [CH3:1][O:2][C:3](=[O:13])[C:4]1[CH:12]=[CH:11][C:7]([C:8]([OH:10])=O)=[CH:6][CH:5]=1.O=S(Cl)Cl.CN(C=[O:22])C.[NH2:23][C:24]1[CH:25]=[N:26][CH:27]=[CH:28][C:29]=1O, predict the reaction product. The product is: [OH:22][N:23]([C:24]1[CH:25]=[N:26][CH:27]=[CH:28][CH:29]=1)[C:8]([C:7]1[CH:6]=[CH:5][C:4]([C:3]([O:2][CH3:1])=[O:13])=[CH:12][CH:11]=1)=[O:10]. (9) Given the reactants [CH3:1][O:2][C:3]1[CH:8]=[CH:7][C:6]([C:9]2[CH:10]=[C:11]3[C:16](=[CH:17][CH:18]=2)[CH:15]=[C:14]([OH:19])[CH:13]=[CH:12]3)=[C:5]([CH3:20])[CH:4]=1.C1C(=O)N([Cl:28])C(=O)C1, predict the reaction product. The product is: [Cl:28][C:15]1[C:16]2[C:11](=[CH:10][C:9]([C:6]3[CH:7]=[CH:8][C:3]([O:2][CH3:1])=[CH:4][C:5]=3[CH3:20])=[CH:18][CH:17]=2)[CH:12]=[CH:13][C:14]=1[OH:19].